Dataset: Catalyst prediction with 721,799 reactions and 888 catalyst types from USPTO. Task: Predict which catalyst facilitates the given reaction. (1) Reactant: F[C:2]1[CH:7]=[CH:6][C:5]([N+:8]([O-:10])=[O:9])=[CH:4][CH:3]=1.C(=O)([O-])[O-].[K+].[K+].[Cl:17][C:18]1[CH:23]=[CH:22][C:21]([OH:24])=[C:20]([CH:25]2[CH2:30][CH2:29][CH2:28][CH2:27][CH2:26]2)[CH:19]=1.CCOC(C)=O. Product: [Cl:17][C:18]1[CH:23]=[CH:22][C:21]([O:24][C:2]2[CH:7]=[CH:6][C:5]([N+:8]([O-:10])=[O:9])=[CH:4][CH:3]=2)=[C:20]([CH:25]2[CH2:30][CH2:29][CH2:28][CH2:27][CH2:26]2)[CH:19]=1. The catalyst class is: 3. (2) Reactant: [CH3:1][C:2]1([CH3:9])[O:6][CH:5]([CH2:7][OH:8])[CH2:4][O:3]1.[C:10](Cl)(=[O:14])[C:11]([CH3:13])=[CH2:12].C(N(CC)CC)C. Product: [C:10]([O:8][CH2:7][CH:5]1[CH2:4][O:3][C:2]([CH3:9])([CH3:1])[O:6]1)(=[O:14])[C:11]([CH3:13])=[CH2:12]. The catalyst class is: 4. (3) Reactant: [O:1]=[C:2]1C2C(=CC=CC=2)[C:4](=[O:11])[N:3]1[CH:12]1[CH2:17][CH2:16][N:15](C(OCC2C=CC=CC=2)=O)[CH2:14][CH2:13]1.OC1CCN(C(OC[C:39]2[CH:44]=[CH:43][CH:42]=[CH:41][CH:40]=2)=O)CC1.C1(=O)[NH:49][C:48](=[O:50])C2=CC=CC=C12.C1(P(C2C=CC=CC=2)C2C=CC=CC=2)C=CC=CC=1.N(C([O:85][CH:86]([CH3:88])C)=O)=NC(OC(C)C)=O.NC1CCN(C(OCC2C=CC=CC=2)=O)CC1.[OH2:106].[NH2:107]N.[CH2:109]([OH:111])[CH3:110]. Product: [CH:39]1([N:107]2[C:109](=[O:111])[C:110]([C:48]([NH:49][CH2:88][C:86]([OH:85])=[O:106])=[O:50])=[C:4]([OH:11])[N:3]([CH:12]3[CH2:13][CH2:14][NH:15][CH2:16][CH2:17]3)[C:2]2=[O:1])[CH2:40][CH2:41][CH2:42][CH2:43][CH2:44]1. The catalyst class is: 7. (4) Reactant: C(N(CC)CC)C.Cl.[Cl:9][CH2:10][C:11]1[N:12]([CH2:24][CH2:25][CH2:26][NH2:27])[C:13]2[C:22]3[N:21]=[CH:20][CH:19]=[CH:18][C:17]=3[N:16]=[CH:15][C:14]=2[N:23]=1.[CH3:28][S:29](O[S:29]([CH3:28])(=[O:31])=[O:30])(=[O:31])=[O:30]. The catalyst class is: 503. Product: [Cl:9][CH2:10][C:11]1[N:12]([CH2:24][CH2:25][CH2:26][NH:27][S:29]([CH3:28])(=[O:31])=[O:30])[C:13]2[C:22]3[N:21]=[CH:20][CH:19]=[CH:18][C:17]=3[N:16]=[CH:15][C:14]=2[N:23]=1. (5) Reactant: [NH:1]1[CH2:6][CH2:5][CH:4]([CH:7]2[CH2:11][CH2:10][CH2:9][N:8]2[C:12]([O:14][C:15]([CH3:18])([CH3:17])[CH3:16])=[O:13])[CH2:3][CH2:2]1.[H-].[Na+].I[CH:22]([CH3:24])[CH3:23]. Product: [CH:22]([N:1]1[CH2:2][CH2:3][CH:4]([CH:7]2[CH2:11][CH2:10][CH2:9][N:8]2[C:12]([O:14][C:15]([CH3:18])([CH3:17])[CH3:16])=[O:13])[CH2:5][CH2:6]1)([CH3:24])[CH3:23]. The catalyst class is: 3. (6) Reactant: [Cl:1][C:2]1[CH:3]=[CH:4][C:5]2[N:6]([C:8]([C:11]([C:14]3[CH:15]=[C:16]4[C:20](=[CH:21][C:22]=3[F:23])[N:19]([CH3:24])[N:18]=[CH:17]4)(O)[CH3:12])=[CH:9][N:10]=2)[N:7]=1.II.[PH2](=O)O. Product: [Cl:1][C:2]1[CH:3]=[CH:4][C:5]2[N:6]([C:8]([CH:11]([C:14]3[CH:15]=[C:16]4[C:20](=[CH:21][C:22]=3[F:23])[N:19]([CH3:24])[N:18]=[CH:17]4)[CH3:12])=[CH:9][N:10]=2)[N:7]=1. The catalyst class is: 15. (7) Reactant: [CH3:1][C:2]1[CH:7]=[C:6]([O:8][CH2:9][CH2:10][CH:11]([C:15]2[S:16][C:17]3[CH:24]=[C:23]([C:25]([F:28])([F:27])[F:26])[CH:22]=[CH:21][C:18]=3[C:19]=2[CH3:20])[CH2:12][CH2:13][CH3:14])[CH:5]=[CH:4][C:3]=1[O:29][CH2:30][C:31]([O:33]CC)=[O:32].[OH-].[Na+]. Product: [CH3:1][C:2]1[CH:7]=[C:6]([O:8][CH2:9][CH2:10][CH:11]([C:15]2[S:16][C:17]3[CH:24]=[C:23]([C:25]([F:27])([F:28])[F:26])[CH:22]=[CH:21][C:18]=3[C:19]=2[CH3:20])[CH2:12][CH2:13][CH3:14])[CH:5]=[CH:4][C:3]=1[O:29][CH2:30][C:31]([OH:33])=[O:32]. The catalyst class is: 92.